From a dataset of Full USPTO retrosynthesis dataset with 1.9M reactions from patents (1976-2016). Predict the reactants needed to synthesize the given product. (1) Given the product [F:15][C:12]1[CH:13]=[CH:14][C:9]([C:7]2[N:27]=[C:25]([CH:24]([C:21]3[CH:20]=[CH:19][C:18]([O:17][CH3:16])=[CH:23][CH:22]=3)[C:28]3[CH:33]=[CH:32][CH:31]=[CH:30][N:29]=3)[S:26][C:2]=2[CH2:3][C:4]([OH:6])=[O:5])=[CH:10][CH:11]=1, predict the reactants needed to synthesize it. The reactants are: Br[CH:2]([C:7]([C:9]1[CH:14]=[CH:13][C:12]([F:15])=[CH:11][CH:10]=1)=O)[CH2:3][C:4]([OH:6])=[O:5].[CH3:16][O:17][C:18]1[CH:23]=[CH:22][C:21]([CH:24]([C:28]2[CH:33]=[CH:32][CH:31]=[CH:30][N:29]=2)[C:25]([NH2:27])=[S:26])=[CH:20][CH:19]=1. (2) Given the product [NH2:1][C:2]1[C:3]2[N:4]([C:14]([CH3:13])=[C:15]([CH3:16])[N:11]=2)[CH:5]=[C:6]([C:7]([NH2:9])=[O:8])[CH:10]=1, predict the reactants needed to synthesize it. The reactants are: [NH2:1][C:2]1[C:3]([NH2:11])=[N:4][CH:5]=[C:6]([CH:10]=1)[C:7]([NH2:9])=[O:8].Br[CH2:13][C:14](=O)[CH2:15][CH3:16]. (3) Given the product [N:4]1[CH:9]=[CH:8][C:7]([CH2:10][CH2:11][CH2:12][NH:13][C:14]([C:16]2[S:20][C:19]([C:21]([NH:2][NH2:3])=[O:23])=[CH:18][CH:17]=2)=[O:15])=[CH:6][CH:5]=1, predict the reactants needed to synthesize it. The reactants are: O.[NH2:2][NH2:3].[N:4]1[CH:9]=[CH:8][C:7]([CH2:10][CH2:11][CH2:12][NH:13][C:14]([C:16]2[S:20][C:19]([C:21]([O:23]C)=O)=[CH:18][CH:17]=2)=[O:15])=[CH:6][CH:5]=1. (4) Given the product [CH2:1]([P:4](=[O:17])([CH2:14][CH2:15][CH3:16])[C:5]1[CH:10]=[CH:9][C:8]([NH2:11])=[CH:7][CH:6]=1)[CH2:2][CH3:3], predict the reactants needed to synthesize it. The reactants are: [CH2:1]([P:4](=[O:17])([CH2:14][CH2:15][CH3:16])[C:5]1[CH:10]=[CH:9][C:8]([N+:11]([O-])=O)=[CH:7][CH:6]=1)[CH2:2][CH3:3]. (5) Given the product [OH:28][NH:27][C:25]([C:24]1([CH2:23][S:20]([N:17]2[CH2:18][CH2:19][N:14]([C:11]3[N:10]=[CH:9][C:8]([C:5]4[CH:6]=[CH:7][C:2]([F:1])=[CH:3][CH:4]=4)=[CH:13][N:12]=3)[CH2:15][CH2:16]2)(=[O:21])=[O:22])[CH2:38][CH2:33][CH2:34][CH2:31][CH2:29]1)=[O:26], predict the reactants needed to synthesize it. The reactants are: [F:1][C:2]1[CH:7]=[CH:6][C:5]([C:8]2[CH:9]=[N:10][C:11]([N:14]3[CH2:19][CH2:18][N:17]([S:20]([CH2:23][C@H:24]([CH:29]([CH3:31])C)[C:25]([NH:27][OH:28])=[O:26])(=[O:22])=[O:21])[CH2:16][CH2:15]3)=[N:12][CH:13]=2)=[CH:4][CH:3]=1.F[C:33]1[CH:38]=CC(C2C=NC(N3CCN(S(CC4(C(O)=O)CCCCC4)(=O)=O)CC3)=NC=2)=C[CH:34]=1. (6) The reactants are: C[C:2]1[CH:13]=[CH:12][C:5]([CH2:6]OS(C)(=O)=O)=[CH:4][C:3]=1[N+:14]([O-:16])=[O:15].[CH3:17]N(C=O)C.[C:22]1(=[O:32])[NH:26][C:25](=[O:27])[C:24]2=[CH:28][CH:29]=[CH:30][CH:31]=[C:23]12.[K].Cl. Given the product [CH3:17][CH:6]([N:26]1[C:22](=[O:32])[C:23]2[C:24](=[CH:28][CH:29]=[CH:30][CH:31]=2)[C:25]1=[O:27])[C:5]1[CH:12]=[CH:13][CH:2]=[C:3]([N+:14]([O-:16])=[O:15])[CH:4]=1, predict the reactants needed to synthesize it. (7) Given the product [Cl:18][C:5]1[C:6]([NH:8][C:9]2[CH:14]=[CH:13][CH:12]=[C:11]([CH2:15][CH2:16][OH:17])[CH:10]=2)=[N:7][C:2]([NH:19][C:20]2[CH:21]=[C:22]([OH:26])[CH:23]=[CH:24][CH:25]=2)=[N:3][CH:4]=1, predict the reactants needed to synthesize it. The reactants are: Cl[C:2]1[N:7]=[C:6]([NH:8][C:9]2[CH:10]=[C:11]([CH2:15][CH2:16][OH:17])[CH:12]=[CH:13][CH:14]=2)[C:5]([Cl:18])=[CH:4][N:3]=1.[NH2:19][C:20]1[CH:21]=[C:22]([OH:26])[CH:23]=[CH:24][CH:25]=1.O.C1(C)C=CC(S(O)(=O)=O)=CC=1.C(=O)([O-])[O-].[K+].[K+]. (8) Given the product [S:4]1[CH:5]=[CH:6][C:2]([C:22]([OH:28])([CH2:23][CH2:24][CH2:25][CH2:26][CH3:27])[CH2:21][CH2:20][CH2:19][CH2:18][CH3:17])=[C:3]1[C:7]1[S:8][CH:9]=[CH:10][CH:11]=1, predict the reactants needed to synthesize it. The reactants are: Br[C:2]1[CH:6]=[CH:5][S:4][C:3]=1[C:7]1[S:8][CH:9]=[CH:10][CH:11]=1.C([Li])CCC.[CH3:17][CH2:18][CH2:19][CH2:20][CH2:21][C:22](=[O:28])[CH2:23][CH2:24][CH2:25][CH2:26][CH3:27]. (9) Given the product [NH2:20][C:19]1[N:1]([C:3]2[CH:4]=[CH:5][C:6]([C:7]([OH:9])=[O:8])=[CH:10][CH:11]=2)[N:2]=[C:12]([C:13]([CH3:16])([CH3:15])[CH3:14])[CH:18]=1, predict the reactants needed to synthesize it. The reactants are: [NH:1]([C:3]1[CH:11]=[CH:10][C:6]([C:7]([OH:9])=[O:8])=[CH:5][CH:4]=1)[NH2:2].[C:12]([CH2:18][C:19]#[N:20])(=O)[C:13]([CH3:16])([CH3:15])[CH3:14]. (10) Given the product [CH:11]1[C:12]2[C:7](=[CH:6][C:5]3[C:14]([C:13]=2[CH2:15][O:16][C:18](=[O:19])[NH:37][CH2:38][CH2:39][O:40][CH2:41][CH2:42][OH:43])=[CH:1][CH:2]=[CH:3][CH:4]=3)[CH:8]=[CH:9][CH:10]=1, predict the reactants needed to synthesize it. The reactants are: [CH:1]1[C:14]2[C:5](=[CH:6][C:7]3[C:12]([C:13]=2[CH2:15][OH:16])=[CH:11][CH:10]=[CH:9][CH:8]=3)[CH:4]=[CH:3][CH:2]=1.Cl[C:18](OC1C=CC([N+]([O-])=O)=CC=1)=[O:19].C(N(CC)CC)C.[NH2:37][CH2:38][CH2:39][O:40][CH2:41][CH2:42][OH:43].